Dataset: Aqueous solubility values for 9,982 compounds from the AqSolDB database. Task: Regression/Classification. Given a drug SMILES string, predict its absorption, distribution, metabolism, or excretion properties. Task type varies by dataset: regression for continuous measurements (e.g., permeability, clearance, half-life) or binary classification for categorical outcomes (e.g., BBB penetration, CYP inhibition). For this dataset (solubility_aqsoldb), we predict Y. (1) The molecule is COc1ccc([C@@H]2CC(=O)c3c(O)cc(O[C@@H]4O[C@H](CO[C@@H]5O[C@@H](C)[C@H](O)[C@@H](O)[C@H]5O)[C@@H](O)[C@H](O)[C@H]4O)cc3O2)cc1O. The Y is -5.01 log mol/L. (2) The molecule is NC(=O)C(Cl)CCl. The Y is -0.514 log mol/L. (3) The molecule is CN(C)CC/C=C1\c2ccccc2COc2ccccc21. The Y is -3.95 log mol/L. (4) The Y is -0.451 log mol/L. The molecule is C=CN1CCCCCC1=O. (5) The Y is -1.38 log mol/L. The molecule is Nc1cc(=O)nc(N)[nH]1.